Dataset: Reaction yield outcomes from USPTO patents with 853,638 reactions. Task: Predict the reaction yield, written as a fraction of the theoretical maximum amount of product (1.0 means a 100% yield; for example, 0.34 means a 34% yield). The reactants are Cl[CH2:2][C:3]([C:5]1[C:13]2[C:8](=[N:9][CH:10]=[C:11]([C:14]3[CH:19]=[CH:18][CH:17]=[CH:16][CH:15]=3)[CH:12]=2)[NH:7][CH:6]=1)=O.[CH2:20]([N:22]([CH2:26][CH3:27])[C:23]([NH2:25])=[S:24])[CH3:21]. The catalyst is C(O)C. The product is [CH2:20]([N:22]([CH2:26][CH3:27])[C:23]1[S:24][CH:2]=[C:3]([C:5]2[C:13]3[C:8](=[N:9][CH:10]=[C:11]([C:14]4[CH:19]=[CH:18][CH:17]=[CH:16][CH:15]=4)[CH:12]=3)[NH:7][CH:6]=2)[N:25]=1)[CH3:21]. The yield is 0.150.